From a dataset of Forward reaction prediction with 1.9M reactions from USPTO patents (1976-2016). Predict the product of the given reaction. Given the reactants [OH:1][C:2]1[C:7]([C:8]([O:10][CH3:11])=[O:9])=[CH:6][CH:5]=[CH:4][N:3]=1.C(=O)([O-])[O-].[K+].[K+].[Cl:18][C:19]1[CH:24]=[CH:23][C:22]([C@@H:25]2[O:31][CH2:30][CH2:29][N:28]([C:32]([O:34][C:35]([CH3:38])([CH3:37])[CH3:36])=[O:33])[CH2:27][C@H:26]2[CH2:39]OS(C)(=O)=O)=[CH:21][C:20]=1[F:45], predict the reaction product. The product is: [Cl:18][C:19]1[CH:24]=[CH:23][C:22]([C@@H:25]2[O:31][CH2:30][CH2:29][N:28]([C:32]([O:34][C:35]([CH3:37])([CH3:36])[CH3:38])=[O:33])[CH2:27][C@H:26]2[CH2:39][N:3]2[CH:4]=[CH:5][CH:6]=[C:7]([C:8]([O:10][CH3:11])=[O:9])[C:2]2=[O:1])=[CH:21][C:20]=1[F:45].